Dataset: Reaction yield outcomes from USPTO patents with 853,638 reactions. Task: Predict the reaction yield, written as a fraction of the theoretical maximum amount of product (1.0 means a 100% yield; for example, 0.34 means a 34% yield). (1) The reactants are C1(P(C2C=CC=CC=2)C2C=CC=CC=2)C=CC=CC=1.CCOC(/N=N/C(OCC)=O)=O.[F:32][C:33]1[C:41]([OH:42])=[CH:40][CH:39]=[C:38]([F:43])[C:34]=1[C:35]([NH2:37])=[O:36].[CH3:44][O:45][C:46](=[O:58])[C@@H:47](O)[CH2:48][O:49][CH2:50][C:51]1[CH:56]=[CH:55][CH:54]=[CH:53][CH:52]=1. The catalyst is C1COCC1. The product is [CH3:44][O:45][C:46](=[O:58])[C@H:47]([O:42][C:41]1[CH:40]=[CH:39][C:38]([F:43])=[C:34]([C:35](=[O:36])[NH2:37])[C:33]=1[F:32])[CH2:48][O:49][CH2:50][C:51]1[CH:52]=[CH:53][CH:54]=[CH:55][CH:56]=1. The yield is 0.530. (2) The reactants are C([Li])CCC.C(N[CH:10]([CH3:12])[CH3:11])(C)C.[I:13][C:14]1C(C)=[C:16]([CH:20]=[CH:21][CH:22]=1)[C:17]([OH:19])=[O:18].IC.Cl. The catalyst is O1CCCC1. The product is [I:13][C:14]1[C:12]([CH2:10][CH3:11])=[C:16]([CH:20]=[CH:21][CH:22]=1)[C:17]([OH:19])=[O:18]. The yield is 1.00. (3) The yield is 0.330. The product is [CH:33]1([C:15]2[N:14]=[C:13]([C:9]3[CH:10]=[CH:11][CH:12]=[C:7]([CH2:1][CH2:2][CH2:3][CH2:4][CH2:5][CH3:6])[CH:8]=3)[N:17]([CH3:18])[C:16]=2[C:19]([N:21]2[CH2:22][CH2:23][CH:24]([N:27]3[CH2:31][CH2:30][CH2:29][CH2:28]3)[CH2:25][CH2:26]2)=[O:20])[CH2:35][CH2:34]1. The reactants are [CH2:1]([C:7]1[CH:8]=[C:9]([C:13]2[N:17]([CH3:18])[C:16]([C:19]([N:21]3[CH2:26][CH2:25][CH:24]([N:27]4[CH2:31][CH2:30][CH2:29][CH2:28]4)[CH2:23][CH2:22]3)=[O:20])=[C:15](I)[N:14]=2)[CH:10]=[CH:11][CH:12]=1)[CH2:2][CH2:3][CH2:4][CH2:5][CH3:6].[CH:33]1(B(O)O)[CH2:35][CH2:34]1.P([O-])([O-])([O-])=O.[K+].[K+].[K+].C1(P(C2CCCCC2)C2CCCCC2)CCCCC1. The catalyst is C1(C)C=CC=CC=1.C([O-])(=O)C.[Pd+2].C([O-])(=O)C.O.